The task is: Predict the reaction yield, written as a fraction of the theoretical maximum amount of product (1.0 means a 100% yield; for example, 0.34 means a 34% yield).. This data is from Reaction yield outcomes from USPTO patents with 853,638 reactions. (1) The reactants are [NH2:1][C:2]1[C:11]2[C:6](=[C:7](Br)[CH:8]=[CH:9][CH:10]=2)[N:5]=[N:4][C:3]=1[C:13]([NH:15][CH2:16][CH2:17][CH3:18])=[O:14].[N:19]1[CH:24]=[CH:23][CH:22]=[C:21](B(O)O)[CH:20]=1. No catalyst specified. The product is [NH2:1][C:2]1[C:11]2[C:6](=[C:7]([C:21]3[CH:20]=[N:19][CH:24]=[CH:23][CH:22]=3)[CH:8]=[CH:9][CH:10]=2)[N:5]=[N:4][C:3]=1[C:13]([NH:15][CH2:16][CH2:17][CH3:18])=[O:14]. The yield is 0.740. (2) The reactants are [C:1]([O:5][C:6]([N:8]([C:21]([O:23][C:24]([CH3:27])([CH3:26])[CH3:25])=[O:22])[C:9]1[S:10][C:11]([C:16]([O:18][CH2:19][CH3:20])=[O:17])=[C:12]([CH:14]=[O:15])[N:13]=1)=[O:7])([CH3:4])([CH3:3])[CH3:2].[CH2:28]([Mg]Br)[CH3:29]. The catalyst is C(OCC)C.[Br-].C([N+](CCCC)(CCCC)CCCC)CCC. The product is [C:1]([O:5][C:6]([N:8]([C:21]([O:23][C:24]([CH3:26])([CH3:25])[CH3:27])=[O:22])[C:9]1[S:10][C:11]([C:16]([O:18][CH2:19][CH3:20])=[O:17])=[C:12]([CH:14]([OH:15])[CH2:28][CH3:29])[N:13]=1)=[O:7])([CH3:4])([CH3:2])[CH3:3]. The yield is 0.330. (3) The reactants are [H-].[Na+].[CH3:3][N:4]([CH3:12])[C@H:5]1[CH2:10][CH2:9][C@H:8]([OH:11])[CH2:7][CH2:6]1.Cl[C:14]1[C:15]2[CH:22]=[C:21]([CH2:23][CH2:24][NH:25][C:26](=[O:32])[O:27][C:28]([CH3:31])([CH3:30])[CH3:29])[S:20][C:16]=2[N:17]=[CH:18][N:19]=1. The catalyst is C1COCC1. The product is [CH3:3][N:4]([CH3:12])[CH:5]1[CH2:10][CH2:9][CH:8]([O:11][C:14]2[C:15]3[CH:22]=[C:21]([CH2:23][CH2:24][NH:25][C:26](=[O:32])[O:27][C:28]([CH3:30])([CH3:29])[CH3:31])[S:20][C:16]=3[N:17]=[CH:18][N:19]=2)[CH2:7][CH2:6]1. The yield is 0.800. (4) The reactants are [Cl-].O[NH3+:3].[C:4](=[O:7])([O-])[OH:5].[Na+].CS(C)=O.[CH:13]1([C:19](=[O:52])[CH2:20][N:21]2[C:26](=[O:27])[C:25]3[CH:28]=[C:29]([CH2:31][C:32]([F:35])([F:34])[F:33])[S:30][C:24]=3[N:23]([CH2:36][C:37]3[CH:42]=[CH:41][C:40]([C:43]4[C:44]([C:49]#[N:50])=[CH:45][CH:46]=[CH:47][CH:48]=4)=[CH:39][CH:38]=3)[C:22]2=[O:51])[CH2:18][CH2:17][CH2:16][CH2:15][CH2:14]1. The catalyst is O.C(OCC)(=O)C. The product is [CH:13]1([C:19](=[O:52])[CH2:20][N:21]2[C:26](=[O:27])[C:25]3[CH:28]=[C:29]([CH2:31][C:32]([F:34])([F:35])[F:33])[S:30][C:24]=3[N:23]([CH2:36][C:37]3[CH:38]=[CH:39][C:40]([C:43]4[CH:48]=[CH:47][CH:46]=[CH:45][C:44]=4[C:49]4[NH:3][C:4](=[O:7])[O:5][N:50]=4)=[CH:41][CH:42]=3)[C:22]2=[O:51])[CH2:14][CH2:15][CH2:16][CH2:17][CH2:18]1. The yield is 0.300. (5) The reactants are [C:1]([O:5][P:6]([CH:13](O)[C:14]1[CH:19]=[CH:18][C:17]([C:20]2[CH:25]=[CH:24][CH:23]=[CH:22][N:21]=2)=[CH:16][CH:15]=1)(=[O:12])[O:7][C:8]([CH3:11])([CH3:10])[CH3:9])([CH3:4])([CH3:3])[CH3:2].C(N(S(F)(F)[F:33])CC)C. The catalyst is ClCCl. The product is [C:1]([O:5][P:6]([CH:13]([F:33])[C:14]1[CH:19]=[CH:18][C:17]([C:20]2[CH:25]=[CH:24][CH:23]=[CH:22][N:21]=2)=[CH:16][CH:15]=1)(=[O:12])[O:7][C:8]([CH3:11])([CH3:10])[CH3:9])([CH3:4])([CH3:3])[CH3:2]. The yield is 0.700. (6) The reactants are [CH2:1]([S:3][C:4]1[C:9]([C:10]([NH:12][CH2:13][C:14]2[CH:19]=[CH:18][CH:17]=[C:16]([F:20])[CH:15]=2)=[O:11])=[C:8]([CH3:21])[CH:7]=[C:6]([N:22]2[CH2:27][CH2:26][CH:25]([OH:28])[CH2:24][CH2:23]2)[N:5]=1)[CH3:2].CC(OI1(OC(C)=O)(OC(C)=O)OC(=O)C2C=CC=CC1=2)=O. The catalyst is C(Cl)Cl. The product is [CH2:1]([S:3][C:4]1[C:9]([C:10]([NH:12][CH2:13][C:14]2[CH:19]=[CH:18][CH:17]=[C:16]([F:20])[CH:15]=2)=[O:11])=[C:8]([CH3:21])[CH:7]=[C:6]([N:22]2[CH2:27][CH2:26][C:25](=[O:28])[CH2:24][CH2:23]2)[N:5]=1)[CH3:2]. The yield is 0.440. (7) The reactants are C([O:8][C:9]1[CH:10]=[CH:11][C:12]([C@@H:20]([O:36][Si:37]([C:40]([CH3:43])([CH3:42])[CH3:41])([CH3:39])[CH3:38])[CH2:21][NH:22][C@@H:23]([CH3:35])[CH2:24][C:25]2[CH:26]=[C:27]([CH2:31][C:32]([OH:34])=[O:33])[CH:28]=[CH:29][CH:30]=2)=[C:13]2[C:18]=1[NH:17][C:16](=[O:19])[CH:15]=[CH:14]2)C1C=CC=CC=1. The catalyst is CCO.[Pd]. The product is [Si:37]([O:36][C@H:20]([C:12]1[CH:11]=[CH:10][C:9]([OH:8])=[C:18]2[C:13]=1[CH:14]=[CH:15][C:16](=[O:19])[NH:17]2)[CH2:21][NH:22][C@@H:23]([CH3:35])[CH2:24][C:25]1[CH:26]=[C:27]([CH2:31][C:32]([OH:34])=[O:33])[CH:28]=[CH:29][CH:30]=1)([C:40]([CH3:43])([CH3:41])[CH3:42])([CH3:39])[CH3:38]. The yield is 0.400.